This data is from Reaction yield outcomes from USPTO patents with 853,638 reactions. The task is: Predict the reaction yield, written as a fraction of the theoretical maximum amount of product (1.0 means a 100% yield; for example, 0.34 means a 34% yield). (1) The reactants are C([N:8]1[CH2:13][CH2:12][C@H:11]([OH:14])[C@H:10]([CH2:15][O:16][C:17]2[CH:22]=[CH:21][CH:20]=[CH:19][C:18]=2[F:23])[CH2:9]1)C1C=CC=CC=1.C(OCC)(=O)C. The catalyst is C(O)C.[OH-].[Pd+2].[OH-].[C]. The product is [F:23][C:18]1[CH:19]=[CH:20][CH:21]=[CH:22][C:17]=1[O:16][CH2:15][C@H:10]1[C@@H:11]([OH:14])[CH2:12][CH2:13][NH:8][CH2:9]1. The yield is 0.940. (2) The reactants are [Cl:1][CH2:2][C:3]([C:5]1[CH:6]=[C:7]2[C:12](=[CH:13][CH:14]=1)[NH:11][C:10](=[O:15])[CH2:9][CH2:8]2)=[O:4].C(O)=O.C(N(CC)CC)C. The catalyst is C(OCC)(=O)C. The product is [Cl:1][CH2:2][CH:3]([C:5]1[CH:6]=[C:7]2[C:12](=[CH:13][CH:14]=1)[NH:11][C:10](=[O:15])[CH2:9][CH2:8]2)[OH:4]. The yield is 0.960. (3) The reactants are FC(F)(F)S(O[C:7]1[CH:16]=[C:15]2[C:10]([CH:11]=[CH:12][CH:13]=[C:14]2[N:17]2[CH2:22][CH2:21][N:20]([CH3:23])[CH2:19][CH2:18]2)=[CH:9][CH:8]=1)(=O)=O.C[Sn](C)(C)[C:28]1[CH:29]=[N:30][CH:31]=[N:32][CH:33]=1.C(N(CC)CC)C.[Cl-].[Li+].C(C1C=C(C)C=C(C(C)(C)C)C=1O)(C)(C)C. The catalyst is CN(C)C=O. The product is [CH3:23][N:20]1[CH2:21][CH2:22][N:17]([C:14]2[C:15]3[C:10](=[CH:9][CH:8]=[C:7]([C:28]4[CH:29]=[N:30][CH:31]=[N:32][CH:33]=4)[CH:16]=3)[CH:11]=[CH:12][CH:13]=2)[CH2:18][CH2:19]1. The yield is 0.290. (4) The reactants are [C:1]([O:5][C:6]([N:8]1[CH2:21][CH2:20][C:19]2[C:18]3[CH:17]=[CH:16][CH:15]=[CH:14][C:13]=3[N:12]([CH2:22][C:23](O)=[O:24])[C:11]=2[CH2:10][CH2:9]1)=[O:7])([CH3:4])([CH3:3])[CH3:2].[CH3:26][C:27]1[C:33]([CH3:34])=[CH:32][CH:31]=[CH:30][C:28]=1[NH2:29].CN(C1C=CC=CN=1)C.C(N=C=NC(C)C)(C)C. The catalyst is C1COCC1.CCOC(C)=O. The product is [CH3:26][C:27]1[C:33]([CH3:34])=[CH:32][CH:31]=[CH:30][C:28]=1[NH:29][C:23](=[O:24])[CH2:22][N:12]1[C:13]2[CH:14]=[CH:15][CH:16]=[CH:17][C:18]=2[C:19]2[CH2:20][CH2:21][N:8]([C:6]([O:5][C:1]([CH3:2])([CH3:3])[CH3:4])=[O:7])[CH2:9][CH2:10][C:11]1=2. The yield is 0.670.